From a dataset of Full USPTO retrosynthesis dataset with 1.9M reactions from patents (1976-2016). Predict the reactants needed to synthesize the given product. (1) Given the product [Cl:1][C:2]1[CH:3]=[CH:4][C:5]([C:6]([N:39]2[C:36]3[CH:37]=[C:38]4[C:33]([CH:32]=[CH:31][N:30]=[C:29]4[N:26]4[CH2:25][CH2:24][N:23]([CH3:22])[CH2:28][CH2:27]4)=[CH:34][C:35]=3[CH2:41][CH2:40]2)=[O:8])=[CH:9][CH:10]=1, predict the reactants needed to synthesize it. The reactants are: [Cl:1][C:2]1[CH:10]=[CH:9][C:5]([C:6]([OH:8])=O)=[CH:4][CH:3]=1.C1C=CC2N(O)N=NC=2C=1.O.[CH3:22][N:23]1[CH2:28][CH2:27][N:26]([C:29]2[C:38]3[C:33](=[CH:34][C:35]4[CH2:41][CH2:40][NH:39][C:36]=4[CH:37]=3)[CH:32]=[CH:31][N:30]=2)[CH2:25][CH2:24]1.Cl. (2) Given the product [O:3]([C:10]1[CH:32]=[CH:31][C:13]([CH2:14][O:15][CH2:16][C:17]2[CH:22]=[CH:21][C:20]([CH:23]3[S:27](=[O:29])(=[O:28])[NH:26][C:25](=[O:30])[CH2:24]3)=[CH:19][CH:18]=2)=[CH:12][CH:11]=1)[C:4]1[CH:5]=[CH:6][CH:7]=[CH:8][CH:9]=1, predict the reactants needed to synthesize it. The reactants are: [BH4-].[Li+].[O:3]([C:10]1[CH:32]=[CH:31][C:13]([CH2:14][O:15][CH2:16][C:17]2[CH:22]=[CH:21][C:20]([C:23]3[S:27](=[O:29])(=[O:28])[NH:26][C:25](=[O:30])[CH:24]=3)=[CH:19][CH:18]=2)=[CH:12][CH:11]=1)[C:4]1[CH:9]=[CH:8][CH:7]=[CH:6][CH:5]=1. (3) Given the product [Br:1][C:2]1[CH:30]=[CH:29][C:28]([F:31])=[CH:27][C:3]=1[O:4][CH:5]1[CH2:10][CH2:9][N:8]([C:11]2[N:19]=[C:18]3[C:14]([N:15]=[C:16]([S:20][CH2:21][C:22]([OH:24])=[O:23])[NH:17]3)=[CH:13][N:12]=2)[CH2:7][CH2:6]1, predict the reactants needed to synthesize it. The reactants are: [Br:1][C:2]1[CH:30]=[CH:29][C:28]([F:31])=[CH:27][C:3]=1[O:4][CH:5]1[CH2:10][CH2:9][N:8]([C:11]2[N:19]=[C:18]3[C:14]([N:15]=[C:16]([S:20][CH2:21][C:22]([O:24]CC)=[O:23])[NH:17]3)=[CH:13][N:12]=2)[CH2:7][CH2:6]1.[OH-].[Na+]. (4) Given the product [OH:21][C:22]1[CH:27]=[CH:26][C:25]([S:28][CH2:20][CH2:19][CH2:18][CH2:2][CH2:3][N:4]([N:13]2[CH:17]=[N:16][N:15]=[CH:14]2)[C:5]2[CH:12]=[CH:11][C:8]([C:9]#[N:10])=[CH:7][CH:6]=2)=[CH:24][CH:23]=1, predict the reactants needed to synthesize it. The reactants are: Br[CH:2]([CH2:18][CH2:19][CH3:20])[CH2:3][N:4]([N:13]1[CH:17]=[N:16][N:15]=[CH:14]1)[C:5]1[CH:12]=[CH:11][C:8]([C:9]#[N:10])=[CH:7][CH:6]=1.[OH:21][C:22]1[CH:27]=[CH:26][C:25]([SH:28])=[CH:24][CH:23]=1.C(=O)([O-])[O-].[K+].[K+].C(OCC)(=O)C. (5) Given the product [O:1]([C:8]1[CH:9]=[CH:10][C:11]([O:14][C:34]2[CH:35]=[C:30]([OH:29])[CH:31]=[CH:32][CH:33]=2)=[CH:12][CH:13]=1)[C:2]1[CH:7]=[CH:6][CH:5]=[CH:4][CH:3]=1, predict the reactants needed to synthesize it. The reactants are: [O:1]([C:8]1[CH:13]=[CH:12][C:11]([OH:14])=[CH:10][CH:9]=1)[C:2]1[CH:7]=[CH:6][CH:5]=[CH:4][CH:3]=1.C1COCC1.[OH-].[Na+].C([O:29][C:30]1[CH:31]=[C:32](Br)[CH:33]=[CH:34][CH:35]=1)C1C=CC=CC=1. (6) Given the product [ClH:37].[NH2:21][C:19]1[CH:20]=[C:15]([NH:14][C:12](=[S:13])[NH:11][C:9](=[O:10])[C:8]2[CH:7]=[CH:6][C:5]([C:1]([CH3:4])([CH3:2])[CH3:3])=[CH:40][CH:39]=2)[CH:16]=[CH:17][C:18]=1[NH:29][C:30](=[O:38])[C:31]1[CH:36]=[CH:35][CH:34]=[CH:33][C:32]=1[Cl:37], predict the reactants needed to synthesize it. The reactants are: [C:1]([C:5]1[CH:40]=[CH:39][C:8]([C:9]([NH:11][C:12]([NH:14][C:15]2[CH:16]=[CH:17][C:18]([NH:29][C:30](=[O:38])[C:31]3[CH:36]=[CH:35][CH:34]=[CH:33][C:32]=3[Cl:37])=[C:19]([NH:21]C(=O)OC(C)(C)C)[CH:20]=2)=[S:13])=[O:10])=[CH:7][CH:6]=1)([CH3:4])([CH3:3])[CH3:2].FC(F)(F)C(O)=O.